Dataset: Full USPTO retrosynthesis dataset with 1.9M reactions from patents (1976-2016). Task: Predict the reactants needed to synthesize the given product. Given the product [C:45]([O:44][C:42](=[O:43])[NH:49][CH2:50][CH2:51][CH2:52][NH:53][C:1]([C:3]1[C:4]([CH3:12])=[C:5]([CH:9]=[O:11])[NH:6][C:8]=1[CH3:13])=[O:2])([CH3:46])([CH3:47])[CH3:48], predict the reactants needed to synthesize it. The reactants are: [CH:1]([C:3]1N[N:6]([CH3:8])[CH:5]([C:9]([OH:11])=O)[C:4]=1[CH3:12])=[O:2].[CH3:13]N(C)CCCN=C=NCC.O.ON1C2C=CC=CC=2N=N1.C(N(CC)CC)C.[C:42]([NH:49][CH2:50][CH2:51][CH2:52][NH2:53])([O:44][C:45]([CH3:48])([CH3:47])[CH3:46])=[O:43].C(=O)(O)[O-].[Na+].[OH-].[Na+].